The task is: Regression. Given two drug SMILES strings and cell line genomic features, predict the synergy score measuring deviation from expected non-interaction effect.. This data is from NCI-60 drug combinations with 297,098 pairs across 59 cell lines. (1) Drug 1: CC1OCC2C(O1)C(C(C(O2)OC3C4COC(=O)C4C(C5=CC6=C(C=C35)OCO6)C7=CC(=C(C(=C7)OC)O)OC)O)O. Drug 2: CN(CC1=CN=C2C(=N1)C(=NC(=N2)N)N)C3=CC=C(C=C3)C(=O)NC(CCC(=O)O)C(=O)O. Cell line: HT29. Synergy scores: CSS=32.7, Synergy_ZIP=-3.72, Synergy_Bliss=-6.94, Synergy_Loewe=-12.6, Synergy_HSA=-3.03. (2) Drug 1: CC1=CC=C(C=C1)C2=CC(=NN2C3=CC=C(C=C3)S(=O)(=O)N)C(F)(F)F. Cell line: IGROV1. Drug 2: C(CCl)NC(=O)N(CCCl)N=O. Synergy scores: CSS=2.78, Synergy_ZIP=-1.19, Synergy_Bliss=-0.0794, Synergy_Loewe=-2.99, Synergy_HSA=-2.03.